Binary Classification. Given a drug SMILES string, predict its activity (active/inactive) in a high-throughput screening assay against a specified biological target. From a dataset of M1 muscarinic receptor antagonist screen with 61,756 compounds. (1) The result is 0 (inactive). The molecule is Clc1c(c2oc(nn2)CN(C(C)C)C(=O)c2cc(ccc2)C#N)cccc1. (2) The compound is S(C=1NC(=O)CC(c2oc(cc2)C)C1C#N)CC(OCC)=O. The result is 0 (inactive). (3) The molecule is Brc1ccc(C(=O)c2oc3nc(c4c(CC(OC4)(C)C)c3c2N)C)cc1. The result is 0 (inactive).